From a dataset of Forward reaction prediction with 1.9M reactions from USPTO patents (1976-2016). Predict the product of the given reaction. (1) The product is: [C:26]([O:25][C:23]([N:1]1[C:5]2[CH:6]=[CH:7][CH:8]=[CH:9][C:4]=2[N:3]=[C:2]1[CH2:10][CH2:11][CH2:12][OH:13])=[O:24])([CH3:29])([CH3:28])[CH3:27]. Given the reactants [NH:1]1[C:5]2[CH:6]=[CH:7][CH:8]=[CH:9][C:4]=2[N:3]=[C:2]1[CH2:10][CH2:11][CH2:12][OH:13].C(N(CC)C(C)C)(C)C.[C:23](O[C:23]([O:25][C:26]([CH3:29])([CH3:28])[CH3:27])=[O:24])([O:25][C:26]([CH3:29])([CH3:28])[CH3:27])=[O:24], predict the reaction product. (2) Given the reactants [Br:1][C:2]1[C:10](N)=[C:9]2[C:5]([C:6]([S:15]([N:18]3[CH2:23][CH2:22][O:21][CH2:20][CH2:19]3)(=[O:17])=[O:16])=[C:7]([C:12]([NH2:14])=[O:13])[NH:8]2)=[CH:4][CH:3]=1.[PH2](O)=O.N([O-])=O.[Na+], predict the reaction product. The product is: [Br:1][C:2]1[CH:10]=[C:9]2[C:5]([C:6]([S:15]([N:18]3[CH2:19][CH2:20][O:21][CH2:22][CH2:23]3)(=[O:16])=[O:17])=[C:7]([C:12]([NH2:14])=[O:13])[NH:8]2)=[CH:4][CH:3]=1. (3) Given the reactants O[C:2]1([C:21]2[C:30]([OH:31])=[CH:29][C:24]3[C:25]([CH3:28])=[N:26][O:27][C:23]=3[CH:22]=2)[C:10]2[C:5](=[CH:6][CH:7]=[CH:8][CH:9]=2)[N:4]([CH2:11][C:12]2[CH:17]=[CH:16][C:15]([O:18][CH3:19])=[CH:14][CH:13]=2)[C:3]1=[O:20].C([SiH](CC)CC)C.FC(F)(F)C(O)=O, predict the reaction product. The product is: [OH:31][C:30]1[C:21]([CH:2]2[C:10]3[C:5](=[CH:6][CH:7]=[CH:8][CH:9]=3)[N:4]([CH2:11][C:12]3[CH:13]=[CH:14][C:15]([O:18][CH3:19])=[CH:16][CH:17]=3)[C:3]2=[O:20])=[CH:22][C:23]2[O:27][N:26]=[C:25]([CH3:28])[C:24]=2[CH:29]=1.